The task is: Binary Classification. Given a drug SMILES string, predict its activity (active/inactive) in a high-throughput screening assay against a specified biological target.. This data is from Serine/threonine kinase 33 screen with 319,792 compounds. (1) The compound is S1C(CCN(c2c1cccc2)C(=O)Cn1cc([N+]([O-])=O)ccc1=O)C. The result is 0 (inactive). (2) The drug is O(c1c(c(ccc1)C)C)CC(=O)Nc1cc(NC(=O)COc2c(c(ccc2)C)C)cc(c1)C(O)=O. The result is 0 (inactive).